Dataset: Forward reaction prediction with 1.9M reactions from USPTO patents (1976-2016). Task: Predict the product of the given reaction. (1) Given the reactants [C:1]1([OH:7])[CH:6]=[CH:5][CH:4]=[CH:3][CH:2]=1.[H-].[Na+].Cl.[Br:11][C:12]1[CH:13]=[CH:14][C:15]([CH2:18]Cl)=[N:16][CH:17]=1.C(N(CC)CC)C, predict the reaction product. The product is: [Br:11][C:12]1[CH:13]=[CH:14][C:15]([CH2:18][O:7][C:1]2[CH:6]=[CH:5][CH:4]=[CH:3][CH:2]=2)=[N:16][CH:17]=1. (2) Given the reactants [CH3:1][C:2]([O:4][C:5]([CH3:7])=[O:6])=O.[OH:8][C@@H:9]1[C@@H:14]([CH3:15])[CH2:13][N:12]([C:16]2[C:21]([N+:22]([O-:24])=[O:23])=[CH:20][N+:19]([O-])=[C:18]3CC[CH2:28][C:17]=23)[CH2:11][C@H:10]1[NH:29][C:30](=[O:36])[O:31][C:32]([CH3:35])([CH3:34])[CH3:33].[C:37](Cl)(=[O:39])[CH3:38].CCN(C(C)C)C(C)C, predict the reaction product. The product is: [C:5]([O:4][CH:2]1[C:18]2=[N:19][CH:20]=[C:21]([N+:22]([O-:24])=[O:23])[C:16]([N:12]3[CH2:13][C@H:14]([CH3:15])[C@@H:9]([O:8][C:37](=[O:39])[CH3:38])[C@H:10]([NH:29][C:30]([O:31][C:32]([CH3:34])([CH3:33])[CH3:35])=[O:36])[CH2:11]3)=[C:17]2[CH2:28][CH2:1]1)(=[O:6])[CH3:7]. (3) Given the reactants Cl[C:2]1[CH:7]=[N:6][CH:5]=[C:4]([Cl:8])[N:3]=1.C(N(CC)CC)C.[O:16]1[CH2:21][CH2:20][CH:19]([CH2:22][NH2:23])[CH2:18][CH2:17]1, predict the reaction product. The product is: [Cl:8][C:4]1[N:3]=[C:2]([NH:23][CH2:22][CH:19]2[CH2:20][CH2:21][O:16][CH2:17][CH2:18]2)[CH:7]=[N:6][CH:5]=1. (4) Given the reactants [CH3:1][C:2]([CH3:5])([O-])[CH3:3].[K+].[NH2:7][C:8]1C=CC(O)=[C:10](C)[C:9]=1[F:16].[Cl:17][C:18]1[CH:23]=[C:22](Cl)[CH:21]=[CH:20][N:19]=1.CC(N(C)C)=[O:27], predict the reaction product. The product is: [Cl:17][C:18]1[CH:23]=[C:22]([O:27][C:3]2[C:2]([CH3:5])=[CH:1][C:8]([NH2:7])=[C:9]([F:16])[CH:10]=2)[CH:21]=[CH:20][N:19]=1. (5) The product is: [O:2]=[C:3]1[CH2:8][CH2:7][N:6]([C:9]2[CH:14]=[CH:13][C:12]([N:15]3[CH2:19][C@H:18]([CH2:20][CH2:21][C:22]([NH2:24])=[O:23])[O:17][C:16]3=[O:25])=[CH:11][CH:10]=2)[CH2:5][C:4]1([F:27])[F:26]. Given the reactants C[O:2][C:3]1(OC)[CH2:8][CH2:7][N:6]([C:9]2[CH:14]=[CH:13][C:12]([N:15]3[CH2:19][C@H:18]([CH2:20][CH2:21][C:22]([NH2:24])=[O:23])[O:17][C:16]3=[O:25])=[CH:11][CH:10]=2)[CH2:5][C:4]1([F:27])[F:26].CSC.C(Cl)(=O)C, predict the reaction product. (6) Given the reactants [CH2:1]([C:3]1[S:4][C:5]([CH3:17])=[C:6]([CH2:8]P(=O)(OCC)OCC)[N:7]=1)[CH3:2].[H-].[Na+].[CH3:20][O:21][CH2:22][O:23][C:24]1[C:28]([CH:29]=O)=[CH:27][N:26]([C:31]2[CH:36]=[CH:35][CH:34]=[CH:33][CH:32]=2)[N:25]=1.O, predict the reaction product. The product is: [CH2:1]([C:3]1[S:4][C:5]([CH3:17])=[C:6](/[CH:8]=[CH:29]/[C:28]2[C:24]([O:23][CH2:22][O:21][CH3:20])=[N:25][N:26]([C:31]3[CH:36]=[CH:35][CH:34]=[CH:33][CH:32]=3)[CH:27]=2)[N:7]=1)[CH3:2]. (7) Given the reactants [N+](CCCC)(CCCC)(CCCC)[CH2:2]CCC.[F-].O.O.O.[C:22]1([CH3:29])[C:23]([CH3:28])=[CH:24][CH:25]=[CH:26][CH:27]=1.O, predict the reaction product. The product is: [CH2:26]([C:27]1[CH2:22][CH:29]=1)[CH2:25][CH2:24][CH2:23][CH2:28][CH3:2]. (8) Given the reactants [OH-].[K+].[C:3]1([C:9]2[N:10]=[C:11]([CH2:14][O:15]C(=O)C3C=CC=CC=3)[S:12][CH:13]=2)[CH:8]=[CH:7][CH:6]=[CH:5][CH:4]=1.C(O)(=O)C1C=CC=CC=1, predict the reaction product. The product is: [C:3]1([C:9]2[N:10]=[C:11]([CH2:14][OH:15])[S:12][CH:13]=2)[CH:4]=[CH:5][CH:6]=[CH:7][CH:8]=1. (9) Given the reactants C(N(C(C)C)CC)(C)C.[C@H:10]1([NH2:17])[CH2:15][CH2:14][CH2:13][CH2:12][C@@H:11]1[NH2:16].Cl[C:19]1[N:27]=[C:26]([C:28]([F:31])([F:30])[F:29])[CH:25]=[CH:24][C:20]=1[C:21]([OH:23])=[O:22].C(=O)([O-])[O-].[K+].[K+].Br[CH2:39][CH2:40][CH2:41][CH2:42]Br, predict the reaction product. The product is: [N:16]1([C@H:11]2[CH2:12][CH2:13][CH2:14][CH2:15][C@@H:10]2[NH:17][C:19]2[N:27]=[C:26]([C:28]([F:31])([F:30])[F:29])[CH:25]=[CH:24][C:20]=2[C:21]([OH:23])=[O:22])[CH2:42][CH2:41][CH2:40][CH2:39]1. (10) Given the reactants [Br:1][C:2]1[CH:7]=[CH:6][C:5]([CH:8]([CH2:20][CH:21]([CH3:23])[CH3:22])[CH2:9][C:10]([C:12]2[CH:13]=[N:14][C:15]([O:18]C)=[CH:16][CH:17]=2)=[O:11])=[CH:4][CH:3]=1.Cl, predict the reaction product. The product is: [Br:1][C:2]1[CH:3]=[CH:4][C:5]([CH:8]([CH2:20][CH:21]([CH3:23])[CH3:22])[CH2:9][C:10]([C:12]2[CH:17]=[CH:16][C:15](=[O:18])[NH:14][CH:13]=2)=[O:11])=[CH:6][CH:7]=1.